Dataset: Forward reaction prediction with 1.9M reactions from USPTO patents (1976-2016). Task: Predict the product of the given reaction. (1) Given the reactants [NH2:1][C@H:2]1[CH2:7][CH2:6][N:5]([CH2:8][CH:9]2[C:13]3=[C:14]([Cl:22])[CH:15]=[N:16][C:17]4[CH:18]=[CH:19][C:20](=[O:21])[N:11]([C:12]=43)[CH2:10]2)[CH2:4][C@H:3]1[OH:23].[O:24]1[C:29]2=[CH:30][N:31]=[C:32]([CH:34]=O)[CH:33]=[C:28]2[CH2:27][CH2:26][CH2:25]1, predict the reaction product. The product is: [ClH:22].[Cl:22][C:14]1[CH:15]=[N:16][C:17]2[CH:18]=[CH:19][C:20](=[O:21])[N:11]3[CH2:10][CH:9]([CH2:8][N:5]4[CH2:6][CH2:7][C@H:2]([NH:1][CH2:34][C:32]5[CH:33]=[C:28]6[CH2:27][CH2:26][CH2:25][O:24][C:29]6=[CH:30][N:31]=5)[C@H:3]([OH:23])[CH2:4]4)[C:13]=1[C:12]=23. (2) Given the reactants [C:1]([O:5][C:6]([C@H:8]1[CH2:12][CH2:11][CH2:10][N:9]1[C:13](=[O:16])[CH:14]=[CH2:15])=[O:7])([CH3:4])([CH3:3])[CH3:2].[CH2:17]([NH2:28])[C:18]1[CH:27]=[CH:26][C:23]([O:24][CH3:25])=[C:20]([O:21][CH3:22])[CH:19]=1, predict the reaction product. The product is: [C:1]([O:5][C:6]([C@H:8]1[CH2:12][CH2:11][CH2:10][N:9]1[C:13](=[O:16])[CH2:14][CH2:15][N:28]([CH2:15][CH2:14][C:13]([N:9]1[CH2:10][CH2:11][CH2:12][C@@H:8]1[C:6]([O:5][C:1]([CH3:2])([CH3:4])[CH3:3])=[O:7])=[O:16])[CH2:17][C:18]1[CH:27]=[CH:26][C:23]([O:24][CH3:25])=[C:20]([O:21][CH3:22])[CH:19]=1)=[O:7])([CH3:4])([CH3:3])[CH3:2].